Predict the reactants needed to synthesize the given product. From a dataset of Full USPTO retrosynthesis dataset with 1.9M reactions from patents (1976-2016). The reactants are: [CH3:1][CH2:2][CH2:3][CH:4]1[O:24][C@:23]2([C:25]([CH2:27][OH:28])=[O:26])[C@@H:6]([CH2:7][C@@H:8]3[C@:22]2([CH3:29])[CH2:21][C@H:20]([OH:30])[C@H:19]2[C@H:9]3[CH2:10][CH2:11][C:12]3[C@:18]2([CH3:31])[CH:17]=[CH:16][C:14](=[O:15])[CH:13]=3)[O:5]1. Given the product [CH3:1][CH2:2][CH2:3][CH:4]1[O:24][C@:23]2([C:25]([CH2:27][OH:28])=[O:26])[C@@H:6]([CH2:7][C@@H:8]3[C@:22]2([CH3:29])[CH2:21][C@H:20]([OH:30])[C@H:19]2[C@H:9]3[CH2:10][CH2:11][C:12]3[C@:18]2([CH3:31])[CH:17]=[CH:16][C:14](=[O:15])[CH:13]=3)[O:5]1.[CH2:4]([OH:5])[CH3:3], predict the reactants needed to synthesize it.